Predict the product of the given reaction. From a dataset of Forward reaction prediction with 1.9M reactions from USPTO patents (1976-2016). (1) Given the reactants [Cl:1][C:2]1[CH:7]=[CH:6][C:5]([C:8]2([C:14]#[N:15])[CH2:11][C:10]([O:12]C)=[CH:9]2)=[CH:4][CH:3]=1.C1(C)C=CC(S(O)(=O)=O)=CC=1.Cl.[OH-].[Na+], predict the reaction product. The product is: [Cl:1][C:2]1[CH:3]=[CH:4][C:5]([C:8]2([C:14]#[N:15])[CH2:9][C:10](=[O:12])[CH2:11]2)=[CH:6][CH:7]=1. (2) Given the reactants [F:1][C:2]1[CH:11]=[C:10]([C:12]2[N:17]=[C:16]3[N:18]([CH2:21][C:22]4[CH:23]=[C:24]5[C:29](=[CH:30][CH:31]=4)[N:28]=[CH:27][CH:26]=[CH:25]5)[N:19]=[N:20][C:15]3=[CH:14][CH:13]=2)[CH:9]=[CH:8][C:3]=1C(NC)=O.FC1C=C(B(O)O)C=CC=1.C(=O)([O-])[O-].[K+].[K+].O1CCOCC1, predict the reaction product. The product is: [F:1][C:2]1[CH:11]=[C:10]([C:12]2[N:17]=[C:16]3[N:18]([CH2:21][C:22]4[CH:23]=[C:24]5[C:29](=[CH:30][CH:31]=4)[N:28]=[CH:27][CH:26]=[CH:25]5)[N:19]=[N:20][C:15]3=[CH:14][CH:13]=2)[CH:9]=[CH:8][CH:3]=1. (3) Given the reactants [Cl:1][C:2]1[CH:7]=[CH:6][C:5]([C:8]2[S:9][C:10]([C:14](=O)[CH3:15])=[C:11]([CH3:13])[N:12]=2)=[CH:4][CH:3]=1.O.[NH2:18][NH2:19], predict the reaction product. The product is: [Cl:1][C:2]1[CH:7]=[CH:6][C:5]([C:8]2[S:9][C:10]([C:14](=[N:18][NH2:19])[CH3:15])=[C:11]([CH3:13])[N:12]=2)=[CH:4][CH:3]=1.